This data is from CYP2D6 inhibition data for predicting drug metabolism from PubChem BioAssay. The task is: Regression/Classification. Given a drug SMILES string, predict its absorption, distribution, metabolism, or excretion properties. Task type varies by dataset: regression for continuous measurements (e.g., permeability, clearance, half-life) or binary classification for categorical outcomes (e.g., BBB penetration, CYP inhibition). Dataset: cyp2d6_veith. (1) The molecule is Cc1ccccc1C(=O)NNC(=O)c1ccc(F)cc1. The result is 0 (non-inhibitor). (2) The molecule is Cc1c(N(C)CS(=O)(=O)[O-])c(=O)n(-c2ccccc2)n1C.[Na+]. The result is 0 (non-inhibitor). (3) The molecule is O=C(NCc1ccccc1)C(c1ccncc1)N(C(=O)c1csnn1)C1CC1. The result is 0 (non-inhibitor). (4) The molecule is CC(NC(=O)CCSc1nc(-c2ccc3c(c2)OCO3)cc(C(F)(F)F)n1)c1ccccc1. The result is 1 (inhibitor). (5) The molecule is COc1ccc(-c2nc3cnc(N4CCNCC4)nc3n(-c3ccc(OC)cc3)c2=O)cc1. The result is 0 (non-inhibitor). (6) The molecule is CCN1C(=O)[C@H]2CC[C@@H]3/C(=N\OC/C=C(\C)CCC=C(C)C)C[C@@H](O)[C@@H](O)[C@@H]3[C@@H]2C1=O. The result is 0 (non-inhibitor). (7) The compound is CCCC/C=C/C(NC(=O)c1cccs1)c1ccccc1. The result is 0 (non-inhibitor). (8) The drug is CN1CCN(c2ncnc3ccc(-c4cccc(NS(C)(=O)=O)c4)cc23)CC1. The result is 0 (non-inhibitor).